Dataset: Forward reaction prediction with 1.9M reactions from USPTO patents (1976-2016). Task: Predict the product of the given reaction. Given the reactants [Li]CCCC.[C:6](#[N:8])[CH3:7].[CH3:9][O:10][C:11]1[CH:27]=[CH:26][C:14]([CH2:15][N:16]2[CH:20]=[C:19]([C:21]([O:23]CC)=O)[CH:18]=[N:17]2)=[CH:13][CH:12]=1, predict the reaction product. The product is: [CH3:9][O:10][C:11]1[CH:12]=[CH:13][C:14]([CH2:15][N:16]2[CH:20]=[C:19]([C:21](=[O:23])[CH2:7][C:6]#[N:8])[CH:18]=[N:17]2)=[CH:26][CH:27]=1.